This data is from NCI-60 drug combinations with 297,098 pairs across 59 cell lines. The task is: Regression. Given two drug SMILES strings and cell line genomic features, predict the synergy score measuring deviation from expected non-interaction effect. (1) Drug 1: COC1=C(C=C2C(=C1)N=CN=C2NC3=CC(=C(C=C3)F)Cl)OCCCN4CCOCC4. Drug 2: C1C(C(OC1N2C=NC3=C2NC=NCC3O)CO)O. Cell line: CCRF-CEM. Synergy scores: CSS=14.3, Synergy_ZIP=-1.11, Synergy_Bliss=4.56, Synergy_Loewe=4.65, Synergy_HSA=6.53. (2) Drug 1: CN1C2=C(C=C(C=C2)N(CCCl)CCCl)N=C1CCCC(=O)O.Cl. Drug 2: C1C(C(OC1N2C=NC(=NC2=O)N)CO)O. Cell line: HL-60(TB). Synergy scores: CSS=13.4, Synergy_ZIP=-1.90, Synergy_Bliss=1.58, Synergy_Loewe=-48.7, Synergy_HSA=-1.17. (3) Drug 1: C1CCC(C1)C(CC#N)N2C=C(C=N2)C3=C4C=CNC4=NC=N3. Drug 2: C1CN(P(=O)(OC1)NCCCl)CCCl. Cell line: HT29. Synergy scores: CSS=2.07, Synergy_ZIP=4.14, Synergy_Bliss=3.80, Synergy_Loewe=-1.73, Synergy_HSA=-1.40. (4) Drug 1: C1CCN(CC1)CCOC2=CC=C(C=C2)C(=O)C3=C(SC4=C3C=CC(=C4)O)C5=CC=C(C=C5)O. Drug 2: CC(C)(C#N)C1=CC(=CC(=C1)CN2C=NC=N2)C(C)(C)C#N. Cell line: A498. Synergy scores: CSS=-1.08, Synergy_ZIP=-0.377, Synergy_Bliss=-0.305, Synergy_Loewe=-1.48, Synergy_HSA=-1.11. (5) Drug 1: CC1C(C(CC(O1)OC2CC(CC3=C2C(=C4C(=C3O)C(=O)C5=C(C4=O)C(=CC=C5)OC)O)(C(=O)CO)O)N)O.Cl. Drug 2: CC12CCC3C(C1CCC2OP(=O)(O)O)CCC4=C3C=CC(=C4)OC(=O)N(CCCl)CCCl.[Na+]. Cell line: U251. Synergy scores: CSS=-0.0210, Synergy_ZIP=-3.00, Synergy_Bliss=-5.36, Synergy_Loewe=-7.56, Synergy_HSA=-5.95. (6) Drug 1: C1=NC2=C(N1)C(=S)N=C(N2)N. Drug 2: CC1C(C(=O)NC(C(=O)N2CCCC2C(=O)N(CC(=O)N(C(C(=O)O1)C(C)C)C)C)C(C)C)NC(=O)C3=C4C(=C(C=C3)C)OC5=C(C(=O)C(=C(C5=N4)C(=O)NC6C(OC(=O)C(N(C(=O)CN(C(=O)C7CCCN7C(=O)C(NC6=O)C(C)C)C)C)C(C)C)C)N)C. Cell line: SK-OV-3. Synergy scores: CSS=38.2, Synergy_ZIP=0.100, Synergy_Bliss=0.980, Synergy_Loewe=0.0413, Synergy_HSA=0.0376.